From a dataset of Full USPTO retrosynthesis dataset with 1.9M reactions from patents (1976-2016). Predict the reactants needed to synthesize the given product. (1) Given the product [Cl:28][C:29]1[CH:36]=[C:35]([Cl:37])[CH:34]=[CH:33][C:30]=1/[CH:31]=[CH:19]/[C:18]([C:15]1[CH:14]=[CH:13][C:12]([O:11][CH2:10][C:9]([C:3]2[CH:4]=[CH:5][C:6]([F:8])=[CH:7][C:2]=2[F:1])([OH:27])[CH2:21][N:22]2[CH:26]=[N:25][CH:24]=[N:23]2)=[CH:17][CH:16]=1)=[O:20], predict the reactants needed to synthesize it. The reactants are: [F:1][C:2]1[CH:7]=[C:6]([F:8])[CH:5]=[CH:4][C:3]=1[C:9]([OH:27])([CH2:21][N:22]1[CH:26]=[N:25][CH:24]=[N:23]1)[CH2:10][O:11][C:12]1[CH:17]=[CH:16][C:15]([C:18](=[O:20])[CH3:19])=[CH:14][CH:13]=1.[Cl:28][C:29]1[CH:36]=[C:35]([Cl:37])[CH:34]=[CH:33][C:30]=1[CH:31]=O.[OH-].[Na+]. (2) Given the product [CH2:40]([O:39][C:37]([C:27]1[N:26]([S:23]([C:17]2[CH:18]=[CH:19][CH:20]=[CH:21][CH:22]=2)(=[O:25])=[O:24])[C:34]2[CH:33]=[CH:32][N:31]=[C:30]([Cl:35])[C:29]=2[CH:28]=1)=[O:38])[CH3:41], predict the reactants needed to synthesize it. The reactants are: C([N-]C(C)C)(C)C.[Li+].CN(C)CCN(C)C.[C:17]1([S:23]([N:26]2[C:34]3[CH:33]=[CH:32][N:31]=[C:30]([Cl:35])[C:29]=3[CH:28]=[CH:27]2)(=[O:25])=[O:24])[CH:22]=[CH:21][CH:20]=[CH:19][CH:18]=1.Cl[C:37]([O:39][CH2:40][CH3:41])=[O:38]. (3) Given the product [CH3:1][O:2][C:3]1[CH:14]=[CH:13][C:6]2[NH:7][C:8](=[O:9])[CH2:16][N:15]([CH3:17])[C:10](=[O:11])[C:5]=2[CH:4]=1, predict the reactants needed to synthesize it. The reactants are: [CH3:1][O:2][C:3]1[CH:14]=[CH:13][C:6]2[NH:7][C:8](=O)[O:9][C:10](=[O:11])[C:5]=2[CH:4]=1.[NH:15]([CH2:17]C(O)=O)[CH3:16].O. (4) Given the product [CH2:22]([C:29]1[CH:30]=[N:31][C:32]([N:35]2[CH2:40][CH2:39][N:38]([C:2]3[N:7]=[CH:6][N:5]=[C:4]([NH:8][C:9]4[CH:10]=[CH:11][C:12]([CH2:45][N:44]5[CH2:41][CH2:42][CH2:54][C@@H:55]([OH:50])[CH2:47]5)=[CH:13][CH:14]=4)[N:3]=3)[CH2:37][CH2:36]2)=[N:33][CH:34]=1)[C:23]1[CH:28]=[CH:27][CH:26]=[CH:25][CH:24]=1, predict the reactants needed to synthesize it. The reactants are: Cl[C:2]1[N:7]=[CH:6][N:5]=[C:4]([NH:8][C:9]2[CH:14]=[CH:13][C:12](N3CCC[C@@H](O)C3)=[CH:11][CH:10]=2)[N:3]=1.[CH2:22]([C:29]1[CH:30]=[N:31][C:32]([N:35]2[CH2:40][CH2:39][NH:38][CH2:37][CH2:36]2)=[N:33][CH:34]=1)[C:23]1[CH:28]=[CH:27][CH:26]=[CH:25][CH:24]=1.[CH:41]([N:44]([CH:47](C)C)[CH2:45]C)(C)[CH3:42].[O:50]1[CH2:55][CH2:54]OCC1. (5) The reactants are: C([Li])CCC.CCCCCC.[CH2:12]([C:15]1[CH:20]=[CH:19][C:18]([C:21]2[CH:30]=[CH:29][C:28]3[C:23](=[C:24]([F:32])[C:25]([F:31])=[CH:26][CH:27]=3)[C:22]=2[F:33])=[CH:17][CH:16]=1)[CH2:13][CH3:14].CI.[OH:36]O. Given the product [CH2:12]([C:15]1[CH:20]=[CH:19][C:18]([C:21]2[C:22]([F:33])=[C:23]3[C:28](=[CH:29][CH:30]=2)[CH:27]=[C:26]([OH:36])[C:25]([F:31])=[C:24]3[F:32])=[CH:17][CH:16]=1)[CH2:13][CH3:14], predict the reactants needed to synthesize it. (6) Given the product [N:75]1([C:73]2[N:74]=[C:69]([C:66]3[CH:67]=[N:68][C:63]([NH2:62])=[N:64][CH:65]=3)[C:70]3[CH2:83][CH2:82][N:81]([C:84]4[CH:89]=[CH:88][C:87]([CH2:90][N:91]5[CH2:92][CH2:93][O:94][CH2:95][CH2:96]5)=[CH:86][CH:85]=4)[C:71]=3[N:72]=2)[CH2:76][CH2:77][O:78][CH2:79][CH2:80]1, predict the reactants needed to synthesize it. The reactants are: COC1C=CC(CN(CC2C=CC(OC)=CC=2)C2N=CC(C3C4CCN(C5C=CC(C=O)=CC=5)C=4N=C(N4CCOCC4)N=3)=CN=2)=CC=1.N1CCOCC1.COC1C=CC(C[N:62](CC2C=CC(OC)=CC=2)[C:63]2[N:68]=[CH:67][C:66]([C:69]3[C:70]4[CH2:83][CH2:82][N:81]([C:84]5[CH:89]=[CH:88][C:87]([CH2:90][N:91]6[CH2:96][CH2:95][O:94][CH2:93][CH2:92]6)=[CH:86][CH:85]=5)[C:71]=4[N:72]=[C:73]([N:75]4[CH2:80][CH2:79][O:78][CH2:77][CH2:76]4)[N:74]=3)=[CH:65][N:64]=2)=CC=1. (7) Given the product [Cl:1][C:2]1[CH:3]=[C:4]([CH:8]=[CH:9][C:10]=1[Cl:11])[CH2:5][N:6]([CH3:7])[CH2:13][CH2:14][CH2:15][NH:16][C:17](=[O:26])[CH2:18][CH2:19][C:20]1[CH:25]=[CH:24][CH:23]=[CH:22][CH:21]=1, predict the reactants needed to synthesize it. The reactants are: [Cl:1][C:2]1[CH:3]=[C:4]([CH:8]=[CH:9][C:10]=1[Cl:11])[CH2:5][NH:6][CH3:7].Br[CH2:13][CH2:14][CH2:15][NH:16][C:17](=[O:26])[CH2:18][CH2:19][C:20]1[CH:25]=[CH:24][CH:23]=[CH:22][CH:21]=1. (8) Given the product [C:1]([O:5][C:6]([C@H:8]([CH2:13][CH:14]1[CH2:15][CH2:16][O:17][CH2:18][CH2:19]1)[C:9]([O:11][CH3:12])=[O:10])=[O:7])([CH3:4])([CH3:2])[CH3:3], predict the reactants needed to synthesize it. The reactants are: [C:1]([O:5][C:6]([C@H:8]([CH2:13][C:14]1[CH2:15][CH2:16][O:17][CH2:18][CH:19]=1)[C:9]([O:11][CH3:12])=[O:10])=[O:7])([CH3:4])([CH3:3])[CH3:2].[H][H].